From a dataset of Catalyst prediction with 721,799 reactions and 888 catalyst types from USPTO. Predict which catalyst facilitates the given reaction. (1) Reactant: C(OC([NH:8][C@H:9]([CH2:28][C:29]1[CH:34]=[CH:33][C:32]([Cl:35])=[CH:31][CH:30]=1)[C:10]([N:12]1[CH2:17][CH2:16][N:15]([C:18]2[CH:27]=[CH:26][CH:25]=[CH:24][C:19]=2[C:20]([O:22][CH3:23])=[O:21])[CH2:14][CH2:13]1)=[O:11])=O)(C)(C)C.Cl. The catalyst class is: 25. Product: [NH2:8][C@H:9]([CH2:28][C:29]1[CH:34]=[CH:33][C:32]([Cl:35])=[CH:31][CH:30]=1)[C:10]([N:12]1[CH2:13][CH2:14][N:15]([C:18]2[CH:27]=[CH:26][CH:25]=[CH:24][C:19]=2[C:20]([O:22][CH3:23])=[O:21])[CH2:16][CH2:17]1)=[O:11]. (2) Reactant: [C@@H:1]12[CH2:7][NH:6][C@@H:5]1[CH2:4][N:3]([C:8]([O:10][CH2:11][C:12]1[CH:17]=[CH:16][CH:15]=[CH:14][CH:13]=1)=[O:9])[CH2:2]2.[Cl:18][C:19]1[C:24]([Cl:25])=[CH:23][C:22](I)=[CH:21][N:20]=1.C1(P(C2C=CC=CC=2)C2C=CC3C(=CC=CC=3)C=2C2C3C(=CC=CC=3)C=CC=2P(C2C=CC=CC=2)C2C=CC=CC=2)C=CC=CC=1.CC(C)([O-])C.[Na+]. Product: [Cl:25][C:24]1[CH:23]=[C:22]([N:6]2[CH2:7][C@@H:1]3[C@H:5]2[CH2:4][N:3]([C:8]([O:10][CH2:11][C:12]2[CH:17]=[CH:16][CH:15]=[CH:14][CH:13]=2)=[O:9])[CH2:2]3)[CH:21]=[N:20][C:19]=1[Cl:18]. The catalyst class is: 110. (3) Product: [CH2:19]([NH:25][C:2]1[CH:7]=[CH:6][C:5]([N+:8]([O-:10])=[O:9])=[C:4]([O:11][CH3:12])[CH:3]=1)[CH2:20][CH2:21][CH2:22][CH2:23][CH3:24]. Reactant: F[C:2]1[CH:7]=[CH:6][C:5]([N+:8]([O-:10])=[O:9])=[C:4]([O:11][CH3:12])[CH:3]=1.C([O-])([O-])=O.[K+].[K+].[CH2:19]([NH2:25])[CH2:20][CH2:21][CH2:22][CH2:23][CH3:24]. The catalyst class is: 10. (4) Reactant: [CH3:1][O:2][C:3]([C:5]1[CH:6]=[C:7]2[C:12](=[CH:13][CH:14]=1)[NH:11][CH:10]([C:15]1[CH:16]=[C:17]([CH:21]=[CH:22][CH:23]=1)[C:18](O)=[O:19])[C:9]([CH3:25])([CH3:24])[CH2:8]2)=[O:4].C(N1C=CN=C1)(N1C=CN=C1)=O.[CH:38]1([S:41]([NH2:44])(=[O:43])=[O:42])[CH2:40][CH2:39]1.N12CCCN=C1CCCCC2. Product: [CH:38]1([S:41]([NH:44][C:18]([C:17]2[CH:16]=[C:15]([CH:10]3[C:9]([CH3:25])([CH3:24])[CH2:8][C:7]4[C:12](=[CH:13][CH:14]=[C:5]([C:3]([O:2][CH3:1])=[O:4])[CH:6]=4)[NH:11]3)[CH:23]=[CH:22][CH:21]=2)=[O:19])(=[O:43])=[O:42])[CH2:40][CH2:39]1. The catalyst class is: 54. (5) The catalyst class is: 9. Reactant: [Cl:1][C:2]1[CH:22]=[CH:21][C:5]2[N:6]([C@@H:11]3[CH2:15][CH2:14][N:13]([C:16](=[O:20])[CH:17]([CH3:19])[CH3:18])[CH2:12]3)[C:7]([CH2:9]Cl)=[N:8][C:4]=2[CH:3]=1.[NH:23]1[C:27]2=[CH:28][N:29]=[CH:30][CH:31]=[C:26]2[C:25]2([CH2:33][CH2:32]2)[C:24]1=[O:34].C(=O)([O-])[O-].[Cs+].[Cs+]. Product: [Cl:1][C:2]1[CH:22]=[CH:21][C:5]2[N:6]([C@@H:11]3[CH2:15][CH2:14][N:13]([C:16](=[O:20])[CH:17]([CH3:19])[CH3:18])[CH2:12]3)[C:7]([CH2:9][N:23]3[C:27]4=[CH:28][N:29]=[CH:30][CH:31]=[C:26]4[C:25]4([CH2:32][CH2:33]4)[C:24]3=[O:34])=[N:8][C:4]=2[CH:3]=1. (6) Reactant: [NH:1](C(OC(C)(C)C)=O)[C@@H:2]([C:22]([O:24][CH2:25][C:26]1[CH:31]=[CH:30][CH:29]=[CH:28][CH:27]=1)=[O:23])[CH2:3][CH2:4][C:5]([NH:7][C@@H:8]([C:19]([OH:21])=[O:20])[CH2:9][C:10]1[C:18]2[C:13](=[CH:14][CH:15]=[CH:16][CH:17]=2)[NH:12][CH:11]=1)=[O:6].[ClH:39]. Product: [NH2:1][C@@H:2]([C:22]([O:24][CH2:25][C:26]1[CH:27]=[CH:28][CH:29]=[CH:30][CH:31]=1)=[O:23])[CH2:3][CH2:4][C:5]([NH:7][C@@H:8]([C:19]([OH:21])=[O:20])[CH2:9][C:10]1[C:18]2[C:13](=[CH:14][CH:15]=[CH:16][CH:17]=2)[NH:12][CH:11]=1)=[O:6].[ClH:39]. The catalyst class is: 155. (7) Reactant: [Cl:1][C:2]1[N:3]=[C:4](Cl)[C:5]2[S:10][CH:9]=[C:8]([CH3:11])[C:6]=2[N:7]=1.C(N(CC)CC)C.Cl.[CH2:21]([NH2:30])/[CH:22]=[CH:23]/[C:24]1[CH:29]=[CH:28][CH:27]=[CH:26][CH:25]=1. Product: [Cl:1][C:2]1[N:3]=[C:4]([NH:30][CH2:21]/[CH:22]=[CH:23]/[C:24]2[CH:29]=[CH:28][CH:27]=[CH:26][CH:25]=2)[C:5]2[S:10][CH:9]=[C:8]([CH3:11])[C:6]=2[N:7]=1. The catalyst class is: 3.